Dataset: Full USPTO retrosynthesis dataset with 1.9M reactions from patents (1976-2016). Task: Predict the reactants needed to synthesize the given product. Given the product [CH2:6]([N:13]([CH2:14][CH3:15])[C:3](=[O:4])[CH2:2][N:24]([C:21]1[CH:22]=[N:23][C:18]([O:17][CH3:16])=[CH:19][CH:20]=1)[S:25]([C:28]1[CH:37]=[CH:36][C:35]2[C:30](=[CH:31][CH:32]=[CH:33][CH:34]=2)[CH:29]=1)(=[O:26])=[O:27])[C:7]1[CH:12]=[CH:11][CH:10]=[CH:9][CH:8]=1, predict the reactants needed to synthesize it. The reactants are: Br[CH2:2][C:3](Br)=[O:4].[CH2:6]([NH:13][CH2:14][CH3:15])[C:7]1[CH:12]=[CH:11][CH:10]=[CH:9][CH:8]=1.[CH3:16][O:17][C:18]1[N:23]=[CH:22][C:21]([NH:24][S:25]([C:28]2[CH:37]=[CH:36][C:35]3[C:30](=[CH:31][CH:32]=[CH:33][CH:34]=3)[CH:29]=2)(=[O:27])=[O:26])=[CH:20][CH:19]=1.